From a dataset of Cav3 T-type calcium channel HTS with 100,875 compounds. Binary Classification. Given a drug SMILES string, predict its activity (active/inactive) in a high-throughput screening assay against a specified biological target. (1) The drug is s\1c2c(n(c1=N/C(=O)CN1C(=O)CCC1=O)CC)c(OC)ccc2OC. The result is 0 (inactive). (2) The result is 0 (inactive). The drug is OC(CC(O)=O)(CC(O)=O)C(O)=O. (3) The result is 0 (inactive). The drug is Clc1ccc(S(=O)(=O)NC(C(O)C)C(OCc2oc(nn2)c2ccccc2)=O)cc1.